From a dataset of Forward reaction prediction with 1.9M reactions from USPTO patents (1976-2016). Predict the product of the given reaction. (1) Given the reactants [CH3:1][S:2]([O:5][C:6]1[CH:11]=[CH:10][CH:9]=[C:8]([C:12]2[O:13][C:14]([CH3:29])=[C:15]([CH2:17][O:18][C:19]3[CH:24]=[CH:23][C:22]([CH:25]=[O:26])=[CH:21][C:20]=3[O:27][CH3:28])[N:16]=2)[CH:7]=1)(=[O:4])=[O:3].C(O)C.[BH4-].[Na+].O, predict the reaction product. The product is: [CH3:1][S:2]([O:5][C:6]1[CH:11]=[CH:10][CH:9]=[C:8]([C:12]2[O:13][C:14]([CH3:29])=[C:15]([CH2:17][O:18][C:19]3[CH:24]=[CH:23][C:22]([CH2:25][OH:26])=[CH:21][C:20]=3[O:27][CH3:28])[N:16]=2)[CH:7]=1)(=[O:3])=[O:4]. (2) Given the reactants [F:1][C:2]1[CH:10]=[C:9]2[C:5]([CH:6]=[N:7][N:8]2[CH3:11])=[C:4]([C:12](=[N:14]O)[CH3:13])[CH:3]=1.[NH4+].[Cl-], predict the reaction product. The product is: [F:1][C:2]1[CH:10]=[C:9]2[C:5]([CH:6]=[N:7][N:8]2[CH3:11])=[C:4]([CH:12]([NH2:14])[CH3:13])[CH:3]=1. (3) The product is: [C:16]([C:13]1[CH:14]=[CH:15][C:10]([CH2:9][NH:8][C:6](=[O:7])[C:5]2[CH:18]=[CH:19][C:2]([NH:20][NH2:21])=[N:3][CH:4]=2)=[CH:11][CH:12]=1)#[N:17]. Given the reactants Cl[C:2]1[CH:19]=[CH:18][C:5]([C:6]([NH:8][CH2:9][C:10]2[CH:15]=[CH:14][C:13]([C:16]#[N:17])=[CH:12][CH:11]=2)=[O:7])=[CH:4][N:3]=1.[NH2:20][NH2:21].O, predict the reaction product. (4) Given the reactants [C:1]([N:9]1[CH2:14][CH2:13][N:12]([C:15]2[CH:16]=[CH:17][C:18]([N+:28]([O-])=O)=[C:19]([NH:21][C:22]3[CH:27]=[CH:26][CH:25]=[CH:24][CH:23]=3)[CH:20]=2)[CH2:11][CH2:10]1)(=[O:8])[C:2]1[CH:7]=[CH:6][CH:5]=[CH:4][CH:3]=1, predict the reaction product. The product is: [NH2:28][C:18]1[CH:17]=[CH:16][C:15]([N:12]2[CH2:13][CH2:14][N:9]([C:1]([C:2]3[CH:7]=[CH:6][CH:5]=[CH:4][CH:3]=3)=[O:8])[CH2:10][CH2:11]2)=[CH:20][C:19]=1[NH:21][C:22]1[CH:27]=[CH:26][CH:25]=[CH:24][CH:23]=1. (5) Given the reactants [N:1]1([C:5]([C:7]2[N:12]=[CH:11][C:10]([O:13][C:14]3[CH:15]=[C:16]([CH:21]=[C:22]([O:24][C@H:25]4[CH2:29][CH2:28][N:27]([CH3:30])[C:26]4=[O:31])[CH:23]=3)[C:17]([O:19]C)=[O:18])=[CH:9][CH:8]=2)=[O:6])[CH2:4][CH2:3][CH2:2]1.CO.[OH-].[Li+].O, predict the reaction product. The product is: [N:1]1([C:5]([C:7]2[N:12]=[CH:11][C:10]([O:13][C:14]3[CH:15]=[C:16]([CH:21]=[C:22]([O:24][C@H:25]4[CH2:29][CH2:28][N:27]([CH3:30])[C:26]4=[O:31])[CH:23]=3)[C:17]([OH:19])=[O:18])=[CH:9][CH:8]=2)=[O:6])[CH2:4][CH2:3][CH2:2]1. (6) Given the reactants [CH3:1][O:2][C:3](=[O:57])[NH:4][CH:5]([C:9]([N:11]1[CH2:15][CH2:14][CH2:13][CH:12]1[C:16]1[NH:17][C:18]([C:21]2[CH:30]=[CH:29][C:28]3[C:23](=[CH:24][CH:25]=[C:26]([C:31]4[CH:36]=[CH:35][C:34]([C:37]5[NH:38][C:39]([CH:42]6[CH2:46][CH2:45][CH2:44][N:43]6[C:47](=[O:56])[CH:48]([NH2:55])[C:49]6[CH:54]=[CH:53][CH:52]=[CH:51][CH:50]=6)=[N:40][CH:41]=5)=[CH:33][CH:32]=4)[CH:27]=3)[CH:22]=2)=[CH:19][N:20]=1)=[O:10])[CH:6]([CH3:8])[CH3:7].CCN(C(C)C)C(C)C.[C:67](Cl)(=[O:70])[CH2:68][CH3:69], predict the reaction product. The product is: [CH3:1][O:2][C:3](=[O:57])[NH:4][CH:5]([C:9]([N:11]1[CH2:15][CH2:14][CH2:13][CH:12]1[C:16]1[NH:17][C:18]([C:21]2[CH:30]=[CH:29][C:28]3[C:23](=[CH:24][CH:25]=[C:26]([C:31]4[CH:32]=[CH:33][C:34]([C:37]5[NH:38][C:39]([CH:42]6[CH2:46][CH2:45][CH2:44][N:43]6[C:47](=[O:56])[CH:48]([C:49]6[CH:54]=[CH:53][CH:52]=[CH:51][CH:50]=6)[NH:55][C:67](=[O:70])[CH2:68][CH3:69])=[N:40][CH:41]=5)=[CH:35][CH:36]=4)[CH:27]=3)[CH:22]=2)=[CH:19][N:20]=1)=[O:10])[CH:6]([CH3:8])[CH3:7].